Dataset: Catalyst prediction with 721,799 reactions and 888 catalyst types from USPTO. Task: Predict which catalyst facilitates the given reaction. (1) Reactant: F[C:2]1[C:3]([CH3:23])=[N:4][C:5]2[C:10]([N:11]=1)=[C:9]([C:12]1[NH:20][C:19]3[CH:18]([CH3:21])[CH2:17][NH:16][C:15](=[O:22])[C:14]=3[CH:13]=1)[CH:8]=[CH:7][CH:6]=2.[CH:24]([NH2:27])([CH3:26])[CH3:25]. Product: [CH:24]([NH:27][C:2]1[C:3]([CH3:23])=[N:4][C:5]2[C:10]([N:11]=1)=[C:9]([C:12]1[NH:20][C:19]3[CH:18]([CH3:21])[CH2:17][NH:16][C:15](=[O:22])[C:14]=3[CH:13]=1)[CH:8]=[CH:7][CH:6]=2)([CH3:26])[CH3:25]. The catalyst class is: 58. (2) Reactant: [Cl:1][C:2]1[CH:3]=[C:4]([C:8]2[N:13]=[C:12]3[CH2:14][CH2:15][CH2:16][C:11]3=[C:10]([NH:17][C:18]3[CH:23]=[CH:22][C:21]([CH2:24][C:25]#[N:26])=[CH:20][CH:19]=3)[CH:9]=2)[CH:5]=[CH:6][CH:7]=1.[OH:27]S(O)(=O)=O.C([O-])(O)=O.[Na+].[ClH:37]. Product: [Cl:1][C:2]1[CH:3]=[C:4]([C:8]2[N:13]=[C:12]3[CH2:14][CH2:15][CH2:16][C:11]3=[C:10]([NH:17][C:18]3[CH:19]=[CH:20][C:21]([CH2:24][C:25]([NH2:26])=[O:27])=[CH:22][CH:23]=3)[CH:9]=2)[CH:5]=[CH:6][CH:7]=1.[ClH:37]. The catalyst class is: 12. (3) The catalyst class is: 4. Reactant: [CH2:1]([C:4]1([CH2:33][CH:34]=C)[S:9](=[O:11])(=[O:10])[CH2:8][C@:7]([C:13]2[CH:18]=[C:17]([Br:19])[CH:16]=[CH:15][C:14]=2[F:20])([CH3:12])[N:6]([CH2:21][C:22]2[CH:27]=[CH:26][C:25]([O:28][CH3:29])=[CH:24][C:23]=2[O:30][CH3:31])[C:5]1=[O:32])[CH:2]=C. Product: [Br:19][C:17]1[CH:16]=[CH:15][C:14]([F:20])=[C:13]([C@@:7]2([CH3:12])[N:6]([CH2:21][C:22]3[CH:27]=[CH:26][C:25]([O:28][CH3:29])=[CH:24][C:23]=3[O:30][CH3:31])[C:5](=[O:32])[C:4]3([CH2:33][CH:34]=[CH:2][CH2:1]3)[S:9](=[O:11])(=[O:10])[CH2:8]2)[CH:18]=1. (4) The catalyst class is: 51. Reactant: [NH2:1][C:2]([C:12]1[CH:17]=[CH:16][CH:15]=[C:14]([Br:18])[CH:13]=1)([C:6]1[CH:11]=[CH:10][CH:9]=[CH:8][CH:7]=1)[C:3]([OH:5])=O.[OH-].[K+].[O:21]1[CH2:25][CH2:24][CH2:23][CH:22]1[CH2:26][N:27]=[C:28]=[S:29]. Product: [Br:18][C:14]1[CH:13]=[C:12]([C:2]2([C:6]3[CH:11]=[CH:10][CH:9]=[CH:8][CH:7]=3)[NH:1][C:28](=[S:29])[N:27]([CH2:26][CH:22]3[CH2:23][CH2:24][CH2:25][O:21]3)[C:3]2=[O:5])[CH:17]=[CH:16][CH:15]=1. (5) Reactant: N[C:2]1[C:7]([N+:8]([O-:10])=[O:9])=[CH:6][C:5]([C:11]([F:14])([F:13])[F:12])=[CH:4][C:3]=1[Cl:15].N([O-])=O.[Na+].CCCCCC. Product: [Cl:15][C:3]1[CH:4]=[C:5]([C:11]([F:12])([F:13])[F:14])[CH:6]=[C:7]([N+:8]([O-:10])=[O:9])[CH:2]=1. The catalyst class is: 8. (6) Reactant: [CH3:1][C:2]1[N:6]2[C:7]3[CH:25]=[CH:24][C:23]([C:26]4[CH:27]=[CH:28][C:29]([NH2:32])=[N:30][CH:31]=4)=[CH:22][C:8]=3[N:9]([C:13]3[CH:14]=[N:15][C:16]([N+:19]([O-])=O)=[CH:17][CH:18]=3)[CH2:10][C@@H:11]([CH3:12])[C:5]2=[N:4][N:3]=1.[Cl-].[NH4+]. Product: [CH3:1][C:2]1[N:6]2[C:7]3[CH:25]=[CH:24][C:23]([C:26]4[CH:27]=[CH:28][C:29]([NH2:32])=[N:30][CH:31]=4)=[CH:22][C:8]=3[N:9]([C:13]3[CH:18]=[CH:17][C:16]([NH2:19])=[N:15][CH:14]=3)[CH2:10][C@@H:11]([CH3:12])[C:5]2=[N:4][N:3]=1. The catalyst class is: 679. (7) Reactant: [NH2:1][C:2]1[CH:7]=[CH:6][C:5]([OH:8])=[CH:4][C:3]=1[Cl:9].CC(C)([O-])C.[K+].[CH3:16][NH:17][C:18]([C:20]1[CH:25]=[C:24](Cl)[CH:23]=[CH:22][N:21]=1)=[O:19]. Product: [CH3:16][NH:17][C:18]([C:20]1[CH:25]=[C:24]([O:8][C:5]2[CH:6]=[CH:7][C:2]([NH2:1])=[C:3]([Cl:9])[CH:4]=2)[CH:23]=[CH:22][N:21]=1)=[O:19]. The catalyst class is: 44.